Task: Predict the reactants needed to synthesize the given product.. Dataset: Full USPTO retrosynthesis dataset with 1.9M reactions from patents (1976-2016) (1) Given the product [Cl:1][C:2]1[C:3]([C:21]2[CH:26]=[CH:25][N:24]=[CH:23][CH:22]=2)=[C:4]([C:11]2[CH:20]=[CH:19][C:18]3[C:13](=[CH:14][CH:15]=[CH:16][CH:17]=3)[CH:12]=2)[C:5](=[O:10])[N:6]([CH3:9])[C:7]=1[N:42]1[CH2:43][CH2:44][CH2:45][CH:41]1[CH2:40][NH:39][CH:36]([CH3:38])[CH3:37], predict the reactants needed to synthesize it. The reactants are: [Cl:1][C:2]1[C:3]([C:21]2[CH:26]=[CH:25][N:24]=[CH:23][CH:22]=2)=[C:4]([C:11]2[CH:20]=[CH:19][C:18]3[C:13](=[CH:14][CH:15]=[CH:16][CH:17]=3)[CH:12]=2)[C:5](=[O:10])[N:6]([CH3:9])[C:7]=1Cl.C(N(C(C)C)CC)(C)C.[CH:36]([NH:39][CH2:40][CH:41]1[CH2:45][CH2:44][CH2:43][NH:42]1)([CH3:38])[CH3:37]. (2) Given the product [N:24]1[C:17]2[O:16][C:15]3[CH:25]=[CH:26][CH:27]=[CH:28][C:14]=3[NH:13][C:19](=[O:20])[C:18]=2[CH:21]=[CH:22][CH:23]=1, predict the reactants needed to synthesize it. The reactants are: ONC(=O)C1C=CC(OCC[N:13]2[C:19](=[O:20])[C:18]3[CH:21]=[CH:22][CH:23]=[N:24][C:17]=3[O:16][C:15]3[CH:25]=[CH:26][CH:27]=[CH:28][C:14]2=3)=CC=1.[OH-].[Na+].O. (3) Given the product [CH:12]([NH:11][C:9]([C:5]1[N:6]=[C:7]([CH3:8])[C:2]([O:25][B:24]([OH:28])[OH:35])=[CH:3][CH:4]=1)=[O:10])([CH3:14])[CH3:13], predict the reactants needed to synthesize it. The reactants are: Br[C:2]1[CH:3]=[CH:4][C:5]([C:9]([NH:11][CH:12]([CH3:14])[CH3:13])=[O:10])=[N:6][C:7]=1[CH3:8].B1([B:24]2[O:28]C(C)(C)C(C)(C)[O:25]2)OC(C)(C)C(C)(C)O1.C([O-])(=[O:35])C.[K+]. (4) Given the product [N:7]1[CH:8]=[CH:9][C:4]([C:1]2[CH:2]=[CH:18][C:17](=[O:21])[NH:23][N:24]=2)=[CH:5][CH:6]=1, predict the reactants needed to synthesize it. The reactants are: [C:1]([C:4]1[CH:9]=[CH:8][N:7]=[CH:6][CH:5]=1)(=O)[CH3:2].C(=O)([O-])[O-].[K+].[K+].O.[C:17]([OH:21])(=O)[CH:18]=O.O.[NH2:23][NH2:24]. (5) Given the product [CH3:24][C:6]1[C:7]([C:14]2[CH:19]=[CH:18][CH:17]=[C:16]([C:20]([F:22])([F:21])[F:23])[CH:15]=2)=[N:8][C:9]2[C:4]([C:5]=1[C:25]([O:27][CH3:28])=[O:26])=[CH:3][C:2]([S:32]([CH:29]([CH3:31])[CH3:30])(=[O:34])=[O:33])=[C:11]([O:12][CH3:13])[CH:10]=2, predict the reactants needed to synthesize it. The reactants are: Br[C:2]1[CH:3]=[C:4]2[C:9](=[CH:10][C:11]=1[O:12][CH3:13])[N:8]=[C:7]([C:14]1[CH:19]=[CH:18][CH:17]=[C:16]([C:20]([F:23])([F:22])[F:21])[CH:15]=1)[C:6]([CH3:24])=[C:5]2[C:25]([O:27][CH3:28])=[O:26].[CH:29]([S:32]([O-:34])=[O:33])([CH3:31])[CH3:30].[Na+].IC. (6) Given the product [Cl:1][C:2]1[CH:7]=[C:6]([CH2:8][Cl:16])[N:5]=[C:4]([C:10]([O:12][CH3:13])=[O:11])[CH:3]=1, predict the reactants needed to synthesize it. The reactants are: [Cl:1][C:2]1[CH:7]=[C:6]([CH2:8]O)[N:5]=[C:4]([C:10]([O:12][CH3:13])=[O:11])[CH:3]=1.S(Cl)([Cl:16])=O.C1(C)C=CC=CC=1. (7) The reactants are: [CH2:1]([N:3]([C:11]1[S:12][C@H:13]2[O:19][C@@H:18]3[CH2:20][O:21][CH:22]([C:24]4[CH:29]=[CH:28][CH:27]=[CH:26][CH:25]=4)[O:23][C@H:17]3[C@H:16]([OH:30])[C@H:14]2[N:15]=1)[C:4](=[O:10])[O:5][C:6]([CH3:9])([CH3:8])[CH3:7])[CH3:2].[CH3:31][S:32](Cl)(=[O:34])=[O:33].C(N(CC)CC)C.CCOC(C)=O. Given the product [CH3:31][S:32]([O:30][C@@H:16]1[C@H:14]2[N:15]=[C:11]([N:3]([C:4]([O:5][C:6]([CH3:9])([CH3:7])[CH3:8])=[O:10])[CH2:1][CH3:2])[S:12][C@H:13]2[O:19][C@@H:18]2[CH2:20][O:21][CH:22]([C:24]3[CH:25]=[CH:26][CH:27]=[CH:28][CH:29]=3)[O:23][C@@H:17]12)(=[O:34])=[O:33], predict the reactants needed to synthesize it. (8) Given the product [CH3:1][C:2]1[CH:7]=[C:6]([CH3:8])[CH:5]=[CH:4][C:3]=1[C:9]1[C:10]2[CH:19]=[C:18]([CH3:30])[NH:17][C:11]=2[N:12]=[C:13]([S:15][CH3:16])[N:14]=1, predict the reactants needed to synthesize it. The reactants are: [CH3:1][C:2]1[CH:7]=[C:6]([CH3:8])[CH:5]=[CH:4][C:3]=1[C:9]1[C:10]2[C:19](C)=[CH:18][N:17](COCC[Si](C)(C)C)[C:11]=2[N:12]=[C:13]([S:15][CH3:16])[N:14]=1.[F-].[CH2:30]([N+](CCCC)(CCCC)CCCC)CCC.